From a dataset of TCR-epitope binding with 47,182 pairs between 192 epitopes and 23,139 TCRs. Binary Classification. Given a T-cell receptor sequence (or CDR3 region) and an epitope sequence, predict whether binding occurs between them. (1) The epitope is HSKKKCDEL. The TCR CDR3 sequence is CASSYLEGGTLHF. Result: 0 (the TCR does not bind to the epitope). (2) The epitope is MLNIPSINV. The TCR CDR3 sequence is CASSFSHEQFF. Result: 0 (the TCR does not bind to the epitope). (3) The epitope is ILGLPTQTV. The TCR CDR3 sequence is HTGRSGNTIYF. Result: 1 (the TCR binds to the epitope).